Predict which catalyst facilitates the given reaction. From a dataset of Catalyst prediction with 721,799 reactions and 888 catalyst types from USPTO. Reactant: C([O:5][C:6](=[O:26])[C:7]([S:10][C:11]1[S:12][CH:13]=[C:14]([CH2:16][CH2:17][NH:18][CH2:19][CH2:20][CH2:21][CH2:22][CH2:23][CH2:24][CH3:25])[N:15]=1)([CH3:9])[CH3:8])(C)(C)C.Cl[C:28]1[O:29][C:30]2[C:31]([N:36]=1)=[N:32][CH:33]=[CH:34][CH:35]=2.[F:37][C:38]([F:43])([F:42])[C:39]([OH:41])=[O:40]. Product: [F:37][C:38]([F:43])([F:42])[C:39]([OH:41])=[O:40].[CH2:19]([N:18]([C:28]1[O:29][C:30]2[C:31]([N:36]=1)=[N:32][CH:33]=[CH:34][CH:35]=2)[CH2:17][CH2:16][C:14]1[N:15]=[C:11]([S:10][C:7]([CH3:8])([CH3:9])[C:6]([OH:5])=[O:26])[S:12][CH:13]=1)[CH2:20][CH2:21][CH2:22][CH2:23][CH2:24][CH3:25]. The catalyst class is: 4.